The task is: Predict the product of the given reaction.. This data is from Forward reaction prediction with 1.9M reactions from USPTO patents (1976-2016). Given the reactants [CH3:1][O:2][C:3]1[CH:4]=[C:5]([CH:23]=[CH:24][C:25]=1[O:26][CH3:27])[CH2:6][CH:7]1[C:16]2[C:11](=[CH:12][C:13]([O:21][CH3:22])=[C:14]([O:19][CH3:20])[C:15]=2[O:17][CH3:18])[CH2:10][CH2:9][NH:8]1.Br[CH2:29][C:30](Br)=[O:31].[CH:33]1([NH2:43])[C:42]2[C:37](=[CH:38][CH:39]=[CH:40][CH:41]=2)[CH2:36][CH2:35][CH2:34]1, predict the reaction product. The product is: [CH3:1][O:2][C:3]1[CH:4]=[C:5]([CH:23]=[CH:24][C:25]=1[O:26][CH3:27])[CH2:6][CH:7]1[C:16]2[C:11](=[CH:12][C:13]([O:21][CH3:22])=[C:14]([O:19][CH3:20])[C:15]=2[O:17][CH3:18])[CH2:10][CH2:9][N:8]1[CH2:29][C:30]([NH:43][CH:33]1[C:42]2[C:37](=[CH:38][CH:39]=[CH:40][CH:41]=2)[CH2:36][CH2:35][CH2:34]1)=[O:31].